Dataset: Forward reaction prediction with 1.9M reactions from USPTO patents (1976-2016). Task: Predict the product of the given reaction. Given the reactants C(OC(=O)[NH:7][C:8]1[CH:13]=[CH:12][C:11]([C:14]#[C:15][C:16]2[S:17][CH:18]=[CH:19][N:20]=2)=[CH:10][C:9]=1[NH:21][C:22](=[O:34])[CH2:23][C:24]([C:26]1[CH:31]=[CH:30][CH:29]=[C:28]([C:32]#[N:33])[CH:27]=1)=O)(C)(C)C.C(O)(C(F)(F)F)=O, predict the reaction product. The product is: [O:34]=[C:22]1[CH2:23][C:24]([C:26]2[CH:27]=[C:28]([CH:29]=[CH:30][CH:31]=2)[C:32]#[N:33])=[N:7][C:8]2[CH:13]=[CH:12][C:11]([C:14]#[C:15][C:16]3[S:17][CH:18]=[CH:19][N:20]=3)=[CH:10][C:9]=2[NH:21]1.